From a dataset of Forward reaction prediction with 1.9M reactions from USPTO patents (1976-2016). Predict the product of the given reaction. (1) Given the reactants [CH2:1]([O:3][C:4]([C:6]1[CH:7]=[N:8][NH:9][CH:10]=1)=[O:5])[CH3:2].[CH3:11][O:12][C:13]1[CH:20]=[CH:19][C:16]([CH2:17]Br)=[CH:15][CH:14]=1.C(=O)([O-])[O-].[K+].[K+], predict the reaction product. The product is: [CH2:1]([O:3][C:4]([C:6]1[CH:7]=[N:8][N:9]([CH2:17][C:16]2[CH:19]=[CH:20][C:13]([O:12][CH3:11])=[CH:14][CH:15]=2)[CH:10]=1)=[O:5])[CH3:2]. (2) The product is: [C:16]([O:20][C:21]([N:23]1[CH2:28][CH2:27][CH2:26][C@H:25]([O:29][C:30]2[CH:35]=[C:34]([F:36])[CH:33]=[CH:32][C:31]=2[C:37]([OH:6])=[O:38])[CH2:24]1)=[O:22])([CH3:19])([CH3:17])[CH3:18]. Given the reactants Cl([O-])=O.[Na+].P([O-])(O)(O)=[O:6].[Na+].CC(=CC)C.[C:16]([O:20][C:21]([N:23]1[CH2:28][CH2:27][CH2:26][C@H:25]([O:29][C:30]2[CH:35]=[C:34]([F:36])[CH:33]=[CH:32][C:31]=2[CH:37]=[O:38])[CH2:24]1)=[O:22])([CH3:19])([CH3:18])[CH3:17], predict the reaction product.